Dataset: Full USPTO retrosynthesis dataset with 1.9M reactions from patents (1976-2016). Task: Predict the reactants needed to synthesize the given product. (1) The reactants are: [CH2:1]([C@@H:8]1[CH2:12][O:11][C:10](=[O:13])[N:9]1[C:14](=[O:24])[CH2:15][C:16]1[CH:21]=[CH:20][C:19]([Br:22])=[CH:18][C:17]=1[F:23])[C:2]1[CH:7]=[CH:6][CH:5]=[CH:4][CH:3]=1.[CH3:25]I. Given the product [CH2:1]([C@@H:8]1[CH2:12][O:11][C:10](=[O:13])[N:9]1[C:14](=[O:24])[C@@H:15]([C:16]1[CH:21]=[CH:20][C:19]([Br:22])=[CH:18][C:17]=1[F:23])[CH3:25])[C:2]1[CH:3]=[CH:4][CH:5]=[CH:6][CH:7]=1, predict the reactants needed to synthesize it. (2) Given the product [CH3:23][C:22]([N+:19]([O-:21])=[O:20])([CH3:24])[CH:35]([C:26]1[CH:27]=[CH:28][C:29]2[C:34](=[CH:33][CH:32]=[CH:31][CH:30]=2)[CH:25]=1)[OH:36], predict the reactants needed to synthesize it. The reactants are: [F-].C([N+](CCCC)(CCCC)CCCC)CCC.[N+:19]([CH:22]([CH3:24])[CH3:23])([O-:21])=[O:20].[CH:25]1[C:34]2[C:29](=[CH:30][CH:31]=[CH:32][CH:33]=2)[CH:28]=[CH:27][C:26]=1[CH:35]=[O:36].C([Si](C)(C)Cl)(C)(C)C. (3) Given the product [F:1][C:2]1[CH:3]=[C:4]([NH:26][CH:28]2[CH2:31][CH:30]([C:32]([OH:34])=[O:33])[CH2:29]2)[CH:5]=[CH:6][C:7]=1[C:8]1[S:9][C:10]2[C:15]([N:16]=1)=[CH:14][CH:13]=[C:12]([C:17]1([C:20]3[CH:21]=[CH:22][CH:23]=[CH:24][CH:25]=3)[CH2:18][CH2:19]1)[N:11]=2, predict the reactants needed to synthesize it. The reactants are: [F:1][C:2]1[CH:3]=[C:4]([NH2:26])[CH:5]=[CH:6][C:7]=1[C:8]1[S:9][C:10]2[C:15]([N:16]=1)=[CH:14][CH:13]=[C:12]([C:17]1([C:20]3[CH:25]=[CH:24][CH:23]=[CH:22][CH:21]=3)[CH2:19][CH2:18]1)[N:11]=2.O=[C:28]1[CH2:31][CH:30]([C:32]([OH:34])=[O:33])[CH2:29]1.C(N(CC)CC)C. (4) Given the product [OH:37][C:35]([C:34]([F:39])([F:38])[F:33])=[O:36].[CH3:1][O:2][C:3](=[O:32])[C@H:4]([CH2:13][C:14]1[CH:15]=[CH:16][C:17]([NH:20][C:21]([C:23]2[CH:28]=[C:27]([C:29]#[N:30])[CH:26]=[CH:25][C:24]=2[Cl:31])=[O:22])=[CH:18][CH:19]=1)[NH2:5], predict the reactants needed to synthesize it. The reactants are: [CH3:1][O:2][C:3](=[O:32])[C@H:4]([CH2:13][C:14]1[CH:19]=[CH:18][C:17]([NH:20][C:21]([C:23]2[CH:28]=[C:27]([C:29]#[N:30])[CH:26]=[CH:25][C:24]=2[Cl:31])=[O:22])=[CH:16][CH:15]=1)[NH:5]C(OC(C)(C)C)=O.[F:33][C:34]([F:39])([F:38])[C:35]([OH:37])=[O:36]. (5) Given the product [Cl:1][C:2]1[CH:3]=[C:4]([CH:11]=[CH:12][C:13]=1[Cl:14])[CH2:5][N:6]1[C@H:7]([CH3:10])[CH2:8][O:9][C@H:16]([CH2:18][NH2:19])[CH2:17]1, predict the reactants needed to synthesize it. The reactants are: [Cl:1][C:2]1[CH:3]=[C:4]([CH:11]=[CH:12][C:13]=1[Cl:14])[CH2:5][NH:6][CH:7]([CH3:10])[CH2:8][OH:9].O1[CH2:17][CH:16]1[CH2:18][N:19]1C(=O)C2C(=CC=CC=2)C1=O.S(=O)(=O)(O)O. (6) Given the product [O:16]=[C:15]1[NH:1][C:2]2[CH:3]=[C:4]([C:5]([O:7][CH3:8])=[O:6])[CH:9]=[CH:10][C:11]=2[CH2:12][N:13]([C:19]([O:21][C:22]([CH3:25])([CH3:24])[CH3:23])=[O:20])[CH2:14]1, predict the reactants needed to synthesize it. The reactants are: [NH2:1][C:2]1[CH:3]=[C:4]([CH:9]=[CH:10][C:11]=1[CH2:12][N:13]([C:19]([O:21][C:22]([CH3:25])([CH3:24])[CH3:23])=[O:20])[CH2:14][C:15](OC)=[O:16])[C:5]([O:7][CH3:8])=[O:6]. (7) Given the product [CH3:44][C:39]1[N:38]([C:35]2[N:34]=[CH:33][C:32]([C:29]3[CH:28]=[CH:27][C:26]([C:21]([C:18]4[N:17]=[CH:16][C:15]([C:12]5[N:11]=[N:10][C:9]([C:7](=[O:6])[CH3:8])=[CH:14][CH:13]=5)=[CH:20][CH:19]=4)([CH3:25])[CH:22]([CH3:23])[CH3:24])=[CH:31][CH:30]=3)=[CH:37][N:36]=2)[C:42]([CH3:43])=[CH:41][CH:40]=1, predict the reactants needed to synthesize it. The reactants are: Cl.C([O:6][C:7]([C:9]1[N:10]=[N:11][C:12]([C:15]2[CH:16]=[N:17][C:18]([C:21]([C:26]3[CH:31]=[CH:30][C:29]([C:32]4[CH:33]=[N:34][C:35]([N:38]5[C:42]([CH3:43])=[CH:41][CH:40]=[C:39]5[CH3:44])=[N:36][CH:37]=4)=[CH:28][CH:27]=3)([CH3:25])[CH:22]([CH3:24])[CH3:23])=[CH:19][CH:20]=2)=[CH:13][CH:14]=1)=[CH2:8])CCC.C(=O)(O)[O-].[Na+].[Cl-].[Na+].